This data is from Reaction yield outcomes from USPTO patents with 853,638 reactions. The task is: Predict the reaction yield, written as a fraction of the theoretical maximum amount of product (1.0 means a 100% yield; for example, 0.34 means a 34% yield). (1) The reactants are [CH2:1]([O:3][C:4](=[O:32])[C:5]([CH3:31])([CH3:30])[CH2:6][C:7]1[CH:12]=[CH:11][CH:10]=[C:9]([C:13](=[O:29])[C:14]2[CH:19]=[CH:18][CH:17]=[C:16]([CH2:20][C:21]([C:24]([O:26][CH2:27][CH3:28])=[O:25])([CH3:23])[CH3:22])[CH:15]=2)[CH:8]=1)[CH3:2].[BH4-].[Na+].O.ClCCl. The catalyst is CO. The product is [CH2:1]([O:3][C:4](=[O:32])[C:5]([CH3:30])([CH3:31])[CH2:6][C:7]1[CH:12]=[CH:11][CH:10]=[C:9]([CH:13]([C:14]2[CH:19]=[CH:18][CH:17]=[C:16]([CH2:20][C:21]([C:24]([O:26][CH2:27][CH3:28])=[O:25])([CH3:23])[CH3:22])[CH:15]=2)[OH:29])[CH:8]=1)[CH3:2]. The yield is 1.00. (2) The reactants are [CH3:1][O:2][C:3](=[O:23])[C@@H:4]([N:9]1[C:18](=[O:19])[C:17]2[C:12](=[CH:13][CH:14]=[C:15]([O:20][CH3:21])[CH:16]=2)[NH:11][C:10]1=[O:22])[CH2:5][CH2:6][CH2:7][CH3:8].[I-].[CH3:25][N:26]1[C:34]2[C:29](=[C:30]([CH3:35])[CH:31]=[CH:32][CH:33]=2)[C:28]([CH2:36][N+](C)(C)C)=[CH:27]1.C([O-])([O-])=O.[K+].[K+]. The catalyst is CN(C=O)C.CCOC(C)=O. The product is [CH3:1][O:2][C:3](=[O:23])[C@@H:4]([N:9]1[C:18](=[O:19])[C:17]2[C:12](=[CH:13][CH:14]=[C:15]([O:20][CH3:21])[CH:16]=2)[N:11]([CH2:36][C:28]2[C:29]3[C:34](=[CH:33][CH:32]=[CH:31][C:30]=3[CH3:35])[N:26]([CH3:25])[CH:27]=2)[C:10]1=[O:22])[CH2:5][CH2:6][CH2:7][CH3:8]. The yield is 0.960.